This data is from Full USPTO retrosynthesis dataset with 1.9M reactions from patents (1976-2016). The task is: Predict the reactants needed to synthesize the given product. (1) Given the product [CH2:3]([O:5][C:6]([C:8]1[N:9]([CH2:25][C:24]([F:35])([F:34])[F:23])[N:10]=[C:11]([C:13]2[CH:18]=[CH:17][C:16]([C:19]([F:21])([F:22])[F:20])=[CH:15][CH:14]=2)[CH:12]=1)=[O:7])[CH3:4], predict the reactants needed to synthesize it. The reactants are: [H-].[Na+].[CH2:3]([O:5][C:6]([C:8]1[CH:12]=[C:11]([C:13]2[CH:18]=[CH:17][C:16]([C:19]([F:22])([F:21])[F:20])=[CH:15][CH:14]=2)[NH:10][N:9]=1)=[O:7])[CH3:4].[F:23][C:24]([F:35])([F:34])[CH2:25]OS(C(F)(F)F)(=O)=O.ClCCl. (2) Given the product [CH3:20][C:17]1[CH:18]=[CH:19][C:14]([S:13][C:10]2[CH:11]=[CH:12][C:7]([O:6][CH2:5][C:4]([OH:33])=[O:3])=[CH:8][CH:9]=2)=[C:15]([NH:21][C:22]2[C:31]3[C:26](=[N:27][C:28]([CH3:32])=[CH:29][CH:30]=3)[N:25]=[CH:24][CH:23]=2)[CH:16]=1, predict the reactants needed to synthesize it. The reactants are: C([O:3][C:4](=[O:33])[CH2:5][O:6][C:7]1[CH:12]=[CH:11][C:10]([S:13][C:14]2[CH:19]=[CH:18][C:17]([CH3:20])=[CH:16][C:15]=2[NH:21][C:22]2[C:31]3[C:26](=[N:27][C:28]([CH3:32])=[CH:29][CH:30]=3)[N:25]=[CH:24][CH:23]=2)=[CH:9][CH:8]=1)C.CCO. (3) The reactants are: [CH2:1]([O:5][C:6]1[N:14]=[C:13]2[C:9]([N:10]=[C:11]([O:25]C)[N:12]2[CH2:15][CH2:16][CH2:17][CH2:18][CH:19]2[CH2:24][CH2:23][CH2:22][NH:21][CH2:20]2)=[C:8]([NH2:27])[N:7]=1)[CH2:2][CH2:3][CH3:4].I[CH2:29][CH2:30][CH3:31]. Given the product [NH2:27][C:8]1[N:7]=[C:6]([O:5][CH2:1][CH2:2][CH2:3][CH3:4])[N:14]=[C:13]2[C:9]=1[NH:10][C:11](=[O:25])[N:12]2[CH2:15][CH2:16][CH2:17][CH2:18][CH:19]1[CH2:24][CH2:23][CH2:22][N:21]([CH2:29][CH2:30][CH3:31])[CH2:20]1, predict the reactants needed to synthesize it. (4) The reactants are: C(N(C(C)C)CC)(C)C.[OH:10][C:11]1[CH:18]=[CH:17][C:14]([CH:15]=[O:16])=[CH:13][CH:12]=1.[CH3:19][O:20][CH2:21]Cl. Given the product [CH3:19][O:20][CH2:21][O:10][C:11]1[CH:18]=[CH:17][C:14]([CH:15]=[O:16])=[CH:13][CH:12]=1, predict the reactants needed to synthesize it. (5) Given the product [C:1]([C:3](=[CH:12][O:11][CH2:9][CH3:8])[C:4]([O:6][CH3:7])=[O:5])#[N:2], predict the reactants needed to synthesize it. The reactants are: [C:1]([CH2:3][C:4]([O:6][CH3:7])=[O:5])#[N:2].[CH3:8][C:9]([O:11][C:12](C)=O)=O. (6) The reactants are: [CH3:1][N:2]1[C:7]2=[CH:8][NH:9][C:10]([C:11]3[CH:12]=[C:13](C=CC=3)C#N)=[C:6]2[C:5](=[O:19])[N:4]([CH3:20])[C:3]1=[O:21].I[C:23]1C=C[N:25](C)[N:24]=1. Given the product [CH3:1][N:2]1[C:7]2=[CH:8][NH:9][C:10]([C:11]3[CH:12]=[CH:13][N:24]([CH3:23])[N:25]=3)=[C:6]2[C:5](=[O:19])[N:4]([CH3:20])[C:3]1=[O:21], predict the reactants needed to synthesize it. (7) Given the product [C:1]([C:4]1[O:8][N:7]=[C:6]([C:9]([NH:12][C@@H:13]([CH3:30])[CH2:14][N:15]2[CH:19]=[CH:18][C:17]([C:20]3[CH:27]=[C:26]([F:28])[C:23]([C:24]#[N:25])=[C:22]([Cl:29])[CH:21]=3)=[N:16]2)=[O:11])[CH:5]=1)(=[O:3])[CH3:2], predict the reactants needed to synthesize it. The reactants are: [C:1]([C:4]1[O:8][N:7]=[C:6]([C:9]([OH:11])=O)[CH:5]=1)(=[O:3])[CH3:2].[NH2:12][C@@H:13]([CH3:30])[CH2:14][N:15]1[CH:19]=[CH:18][C:17]([C:20]2[CH:27]=[C:26]([F:28])[C:23]([C:24]#[N:25])=[C:22]([Cl:29])[CH:21]=2)=[N:16]1.